Predict the reactants needed to synthesize the given product. From a dataset of Full USPTO retrosynthesis dataset with 1.9M reactions from patents (1976-2016). (1) Given the product [C:44]([O:43][C:41]([C:31]1[C:32]([OH:40])=[C:33]([C:36]([F:39])([F:37])[F:38])[CH:34]=[CH:35][C:30]=1[CH2:29][O:28][C:25]1[CH:24]=[CH:23][C:22]([C:13]2[CH:14]=[CH:15][C:16]([CH2:18][C:19]([OH:21])=[O:20])=[CH:17][C:12]=2[N:9]([CH3:8])[CH3:3])=[CH:27][CH:26]=1)=[O:42])([CH3:46])([CH3:45])[CH3:47], predict the reactants needed to synthesize it. The reactants are: C=O.[C:3](O)(=O)C.[BH4-].[C:8]([Na])#[N:9].N[C:12]1[CH:17]=[C:16]([CH2:18][C:19]([OH:21])=[O:20])[CH:15]=[CH:14][C:13]=1[C:22]1[CH:27]=[CH:26][C:25]([O:28][CH2:29][C:30]2[CH:35]=[CH:34][C:33]([C:36]([F:39])([F:38])[F:37])=[C:32]([OH:40])[C:31]=2[C:41]([O:43][C:44]([CH3:47])([CH3:46])[CH3:45])=[O:42])=[CH:24][CH:23]=1. (2) Given the product [F:19][C:2]([F:1])([F:20])[C:3]1[CH:18]=[CH:17][C:6]([CH2:7][N:8]2[CH2:13][CH:12]3[CH:10]([CH2:11]3)[CH:9]2[C:14]([NH:22][C@H:23]([C:25]2[CH:34]=[CH:33][C:28]([C:29]([O:31][CH3:32])=[O:30])=[CH:27][CH:26]=2)[CH3:24])=[O:15])=[CH:5][CH:4]=1, predict the reactants needed to synthesize it. The reactants are: [F:1][C:2]([F:20])([F:19])[C:3]1[CH:18]=[CH:17][C:6]([CH2:7][N:8]2[CH2:13][CH:12]3[CH:10]([CH2:11]3)[CH:9]2[C:14](O)=[O:15])=[CH:5][CH:4]=1.Cl.[NH2:22][C@H:23]([C:25]1[CH:34]=[CH:33][C:28]([C:29]([O:31][CH3:32])=[O:30])=[CH:27][CH:26]=1)[CH3:24].CCN=C=NCCCN(C)C.Cl. (3) Given the product [CH2:43]([O:50][C:51](=[O:65])[N:52]([C@@H:55]1[CH2:63][C:62]2[C:57](=[CH:58][CH:59]=[C:60]([N:79]=[C:66]([C:67]3[CH:72]=[CH:71][CH:70]=[CH:69][CH:68]=3)[C:73]3[CH:78]=[CH:77][CH:76]=[CH:75][CH:74]=3)[CH:61]=2)[CH2:56]1)[CH2:53][CH3:54])[C:44]1[CH:49]=[CH:48][CH:47]=[CH:46][CH:45]=1, predict the reactants needed to synthesize it. The reactants are: C1(P(C2CCCCC2)C2C=CC=CC=2C2C(C(C)C)=CC(C(C)C)=CC=2C(C)C)CCCCC1.CC(C)([O-])C.[Na+].N#N.[CH2:43]([O:50][C:51](=[O:65])[N:52]([C@@H:55]1[CH2:63][C:62]2[C:57](=[CH:58][CH:59]=[C:60](Br)[CH:61]=2)[CH2:56]1)[CH2:53][CH3:54])[C:44]1[CH:49]=[CH:48][CH:47]=[CH:46][CH:45]=1.[C:66](=[NH:79])([C:73]1[CH:78]=[CH:77][CH:76]=[CH:75][CH:74]=1)[C:67]1[CH:72]=[CH:71][CH:70]=[CH:69][CH:68]=1. (4) Given the product [CH:1]1([C:4]2[CH:9]=[CH:8][N:7]=[C:6]([NH:10][C:11]3[CH:16]=[C:15]([C:17]4[S:21][C:20]([C:23]5([NH:27][S:28]([C:30]([CH3:33])([CH3:32])[CH3:31])=[O:29])[CH2:24][CH2:25][CH2:26]5)=[N:19][CH:18]=4)[CH:14]=[C:13]([CH3:22])[CH:12]=3)[N:5]=2)[CH2:3][CH2:2]1, predict the reactants needed to synthesize it. The reactants are: [CH:1]1([C:4]2[CH:9]=[CH:8][N:7]=[C:6]([NH:10][C:11]3[CH:16]=[C:15]([C:17]4[S:21][CH:20]=[N:19][CH:18]=4)[CH:14]=[C:13]([CH3:22])[CH:12]=3)[N:5]=2)[CH2:3][CH2:2]1.[C:23]1(=[N:27][S:28]([C:30]([CH3:33])([CH3:32])[CH3:31])=[O:29])[CH2:26][CH2:25][CH2:24]1. (5) The reactants are: [N:1]1([CH:7]2[CH2:12][CH2:11][N:10]([C:13]3[N:18]=[C:17]4[N:19]([C:24]5[C:29]([F:30])=[CH:28][CH:27]=[CH:26][C:25]=5[F:31])[C:20](=[O:23])[NH:21][CH2:22][C:16]4=[C:15](Cl)[N:14]=3)[CH2:9][CH2:8]2)[CH2:6][CH2:5][CH2:4][CH2:3][CH2:2]1.O.C(=O)([O-])[O-].[K+].[K+].[F:40][C:41]1[CH:46]=[CH:45][C:44]([NH:47][C:48](=[O:65])[C:49]2[CH:54]=[CH:53][C:52]([CH3:55])=[C:51](B3OC(C)(C)C(C)(C)O3)[CH:50]=2)=[CH:43][CH:42]=1. Given the product [N:1]1([CH:7]2[CH2:12][CH2:11][N:10]([C:13]3[N:14]=[C:15]([C:51]4[CH:50]=[C:49]([CH:54]=[CH:53][C:52]=4[CH3:55])[C:48]([NH:47][C:44]4[CH:45]=[CH:46][C:41]([F:40])=[CH:42][CH:43]=4)=[O:65])[C:16]4[CH2:22][NH:21][C:20](=[O:23])[N:19]([C:24]5[C:29]([F:30])=[CH:28][CH:27]=[CH:26][C:25]=5[F:31])[C:17]=4[N:18]=3)[CH2:9][CH2:8]2)[CH2:6][CH2:5][CH2:4][CH2:3][CH2:2]1, predict the reactants needed to synthesize it. (6) Given the product [CH3:1][O:2][C:3]1[CH:4]=[C:5]([CH:33]=[CH:34][C:35]=1[O:36][CH3:37])[CH2:6][CH:7]1[C:16]2[C:11](=[CH:12][C:13]([O:18][CH3:19])=[C:14]([O:17][C:42]3[N:47]=[CH:46][C:45]([C:48]([F:51])([F:50])[F:49])=[CH:44][N:43]=3)[CH:15]=2)[CH2:10][CH2:9][N:8]1[CH2:20][C:21]([NH:23][CH:24]1[C:32]2[C:27](=[CH:28][CH:29]=[CH:30][CH:31]=2)[CH2:26][CH2:25]1)=[O:22], predict the reactants needed to synthesize it. The reactants are: [CH3:1][O:2][C:3]1[CH:4]=[C:5]([CH:33]=[CH:34][C:35]=1[O:36][CH3:37])[CH2:6][CH:7]1[C:16]2[C:11](=[CH:12][C:13]([O:18][CH3:19])=[C:14]([OH:17])[CH:15]=2)[CH2:10][CH2:9][N:8]1[CH2:20][C:21]([NH:23][CH:24]1[C:32]2[C:27](=[CH:28][CH:29]=[CH:30][CH:31]=2)[CH2:26][CH2:25]1)=[O:22].CS([C:42]1[N:47]=[CH:46][C:45]([C:48]([F:51])([F:50])[F:49])=[CH:44][N:43]=1)(=O)=O. (7) Given the product [I:1][C:2]1[CH:13]=[C:12]([O:14][CH3:15])[C:11]([I:16])=[CH:10][C:3]=1[O:4][C:5]1[C:6]([NH2:7])=[N:29][C:30]([NH2:32])=[N:31][CH:8]=1, predict the reactants needed to synthesize it. The reactants are: [I:1][C:2]1[CH:13]=[C:12]([O:14][CH3:15])[C:11]([I:16])=[CH:10][C:3]=1[O:4][C:5](=[CH:8]C)[C:6]#[N:7].Cl.NC1C=CC=CC=1.O(C)[Na].Cl.[NH2:29][C:30]([NH2:32])=[NH:31].